Dataset: Full USPTO retrosynthesis dataset with 1.9M reactions from patents (1976-2016). Task: Predict the reactants needed to synthesize the given product. (1) Given the product [C:20]([O:19][C:18]([N:17]([CH3:25])[C@@H:15]([CH3:16])[C:14]([NH:13][C@@H:8]([C:9]([CH3:11])([CH3:12])[CH3:10])[C:7]([N:5]1[C@H:4]([C:28](=[O:40])[NH:29][C@H:30]2[C:39]3[C:34](=[CH:35][CH:36]=[CH:37][CH:38]=3)[CH2:33][CH2:32][CH2:31]2)[CH2:3][C@H:2]([NH:1][C:49]([C:48]2[CH:52]=[CH:53][C:45]([C:43]([OH:44])=[O:42])=[CH:46][CH:47]=2)=[O:50])[CH2:6]1)=[O:27])=[O:26])=[O:24])([CH3:21])([CH3:22])[CH3:23], predict the reactants needed to synthesize it. The reactants are: [NH2:1][C@@H:2]1[CH2:6][N:5]([C:7](=[O:27])[C@@H:8]([NH:13][C:14](=[O:26])[C@@H:15]([N:17]([CH3:25])[C:18](=[O:24])[O:19][C:20]([CH3:23])([CH3:22])[CH3:21])[CH3:16])[C:9]([CH3:12])([CH3:11])[CH3:10])[C@H:4]([C:28](=[O:40])[NH:29][C@H:30]2[C:39]3[C:34](=[CH:35][CH:36]=[CH:37][CH:38]=3)[CH2:33][CH2:32][CH2:31]2)[CH2:3]1.C[O:42][C:43]([C:45]1[CH:53]=[CH:52][C:48]([C:49](O)=[O:50])=[CH:47][CH:46]=1)=[O:44]. (2) The reactants are: [NH:1]1[C:9]2[C:4](=[C:5]([C:10]3[N:11]=[C:12]([N:22]4[CH2:27][CH2:26][O:25][CH2:24][CH2:23]4)[C:13]4[S:18][C:17]([C:19](O)=[O:20])=[CH:16][C:14]=4[N:15]=3)[CH:6]=[CH:7][CH:8]=2)[CH:3]=[N:2]1.[N:28]1([CH2:34][CH2:35][NH2:36])[CH2:33][CH2:32][CH2:31][CH2:30][CH2:29]1. Given the product [NH:1]1[C:9]2[C:4](=[C:5]([C:10]3[N:11]=[C:12]([N:22]4[CH2:23][CH2:24][O:25][CH2:26][CH2:27]4)[C:13]4[S:18][C:17]([C:19]([NH:36][CH2:35][CH2:34][N:28]5[CH2:33][CH2:32][CH2:31][CH2:30][CH2:29]5)=[O:20])=[CH:16][C:14]=4[N:15]=3)[CH:6]=[CH:7][CH:8]=2)[CH:3]=[N:2]1, predict the reactants needed to synthesize it. (3) Given the product [CH3:37][C:36]([CH3:39])([CH3:38])[C:35](=[O:40])[CH2:34][O:25][C:24]([C:11]1([C:9]([O:8][CH2:1][C:2]2[CH:3]=[CH:4][CH:5]=[CH:6][CH:7]=2)=[O:10])[CH2:16][CH2:15][CH2:14][N:13]([C:17]([O:19][C:20]([CH3:22])([CH3:23])[CH3:21])=[O:18])[CH2:12]1)=[O:26], predict the reactants needed to synthesize it. The reactants are: [CH2:1]([O:8][C:9]([C:11]1([C:24]([OH:26])=[O:25])[CH2:16][CH2:15][CH2:14][N:13]([C:17]([O:19][C:20]([CH3:23])([CH3:22])[CH3:21])=[O:18])[CH2:12]1)=[O:10])[C:2]1[CH:7]=[CH:6][CH:5]=[CH:4][CH:3]=1.C(=O)([O-])[O-].[K+].[K+].Br[CH2:34][C:35](=[O:40])[C:36]([CH3:39])([CH3:38])[CH3:37]. (4) Given the product [F:9][C:10]1[CH:15]=[C:14]([B:17]([OH:22])[OH:18])[C:13]([F:16])=[CH:12][N:11]=1, predict the reactants needed to synthesize it. The reactants are: [Li+].CC([N-]C(C)C)C.[F:9][C:10]1[CH:15]=[CH:14][C:13]([F:16])=[CH:12][N:11]=1.[B:17](OC(C)C)([O:22]C(C)C)[O:18]C(C)C. (5) Given the product [CH3:28][N:29]([CH3:30])[C:10](=[O:11])[CH:9]([NH:8][C:6](=[O:7])[O:5][C:1]([CH3:4])([CH3:3])[CH3:2])[CH2:13][C:14]1[CH:19]=[CH:18][CH:17]=[C:16]([OH:20])[CH:15]=1, predict the reactants needed to synthesize it. The reactants are: [C:1]([O:5][C:6]([NH:8][CH:9]([CH2:13][C:14]1[CH:19]=[CH:18][CH:17]=[C:16]([OH:20])[CH:15]=1)[C:10](O)=[O:11])=[O:7])([CH3:4])([CH3:3])[CH3:2].F[P-](F)(F)(F)(F)F.[CH3:28][N+:29](C)=[C:30](N(C)C)ON1C2N=CC=CC=2N=N1.C(N(CC)C(C)C)(C)C.CNC.C1COCC1. (6) Given the product [Br:1][C:2]1[CH:10]=[CH:9][CH:8]=[C:7]2[C:3]=1[C:4]1([CH2:15][O:14][C:13]3[CH:16]=[C:17]4[C:21](=[CH:22][C:12]1=3)[CH2:20][CH2:19][O:18]4)[C:5](=[O:11])[N:6]2[CH2:36][C@H:33]1[CH2:32][CH2:25][CH2:35][O:34]1, predict the reactants needed to synthesize it. The reactants are: [Br:1][C:2]1[CH:10]=[CH:9][CH:8]=[C:7]2[C:3]=1[C:4]1([CH2:15][O:14][C:13]3[CH:16]=[C:17]4[C:21](=[CH:22][C:12]1=3)[CH2:20][CH2:19][O:18]4)[C:5](=[O:11])[NH:6]2.N1C2C(=CC=CC=2)[C:25]2([CH2:35][O:34][C:33]3[CH:36]=C4C(=C[C:32]2=3)CCO4)C1=O.CC1C=CC(S(OC[C@H]2CCCO2)(=O)=O)=CC=1.BrCC1CCCCO1.